Dataset: NCI-60 drug combinations with 297,098 pairs across 59 cell lines. Task: Regression. Given two drug SMILES strings and cell line genomic features, predict the synergy score measuring deviation from expected non-interaction effect. (1) Drug 1: C1C(C(OC1N2C=C(C(=O)NC2=O)F)CO)O. Drug 2: CCCCC(=O)OCC(=O)C1(CC(C2=C(C1)C(=C3C(=C2O)C(=O)C4=C(C3=O)C=CC=C4OC)O)OC5CC(C(C(O5)C)O)NC(=O)C(F)(F)F)O. Cell line: K-562. Synergy scores: CSS=43.8, Synergy_ZIP=-6.06, Synergy_Bliss=-9.51, Synergy_Loewe=-15.0, Synergy_HSA=-8.14. (2) Drug 1: CCC1=C2CN3C(=CC4=C(C3=O)COC(=O)C4(CC)O)C2=NC5=C1C=C(C=C5)O. Drug 2: C1CN1C2=NC(=NC(=N2)N3CC3)N4CC4. Cell line: A498. Synergy scores: CSS=37.8, Synergy_ZIP=-8.45, Synergy_Bliss=-1.93, Synergy_Loewe=2.75, Synergy_HSA=3.49. (3) Drug 1: C1CCN(CC1)CCOC2=CC=C(C=C2)C(=O)C3=C(SC4=C3C=CC(=C4)O)C5=CC=C(C=C5)O. Drug 2: CC1=C(N=C(N=C1N)C(CC(=O)N)NCC(C(=O)N)N)C(=O)NC(C(C2=CN=CN2)OC3C(C(C(C(O3)CO)O)O)OC4C(C(C(C(O4)CO)O)OC(=O)N)O)C(=O)NC(C)C(C(C)C(=O)NC(C(C)O)C(=O)NCCC5=NC(=CS5)C6=NC(=CS6)C(=O)NCCC[S+](C)C)O. Cell line: SK-MEL-2. Synergy scores: CSS=-0.160, Synergy_ZIP=2.01, Synergy_Bliss=2.65, Synergy_Loewe=-2.27, Synergy_HSA=-0.778. (4) Drug 1: C1CCC(C1)C(CC#N)N2C=C(C=N2)C3=C4C=CNC4=NC=N3. Drug 2: B(C(CC(C)C)NC(=O)C(CC1=CC=CC=C1)NC(=O)C2=NC=CN=C2)(O)O. Cell line: TK-10. Synergy scores: CSS=5.71, Synergy_ZIP=-1.80, Synergy_Bliss=-1.90, Synergy_Loewe=-2.88, Synergy_HSA=-3.33. (5) Drug 1: CC1=C(C=C(C=C1)C(=O)NC2=CC(=CC(=C2)C(F)(F)F)N3C=C(N=C3)C)NC4=NC=CC(=N4)C5=CN=CC=C5. Drug 2: B(C(CC(C)C)NC(=O)C(CC1=CC=CC=C1)NC(=O)C2=NC=CN=C2)(O)O. Cell line: NCI-H226. Synergy scores: CSS=-9.82, Synergy_ZIP=-9.88, Synergy_Bliss=-15.0, Synergy_Loewe=-45.2, Synergy_HSA=-19.9. (6) Drug 1: CN(C)N=NC1=C(NC=N1)C(=O)N. Drug 2: C1=NNC2=C1C(=O)NC=N2. Cell line: OVCAR-5. Synergy scores: CSS=-0.912, Synergy_ZIP=0.489, Synergy_Bliss=-0.382, Synergy_Loewe=-3.69, Synergy_HSA=-2.79.